The task is: Regression. Given a peptide amino acid sequence and an MHC pseudo amino acid sequence, predict their binding affinity value. This is MHC class I binding data.. This data is from Peptide-MHC class I binding affinity with 185,985 pairs from IEDB/IMGT. (1) The peptide sequence is KCFGNTALAK. The MHC is HLA-A03:01 with pseudo-sequence HLA-A03:01. The binding affinity (normalized) is 0.379. (2) The peptide sequence is FQPFNGQFI. The MHC is H-2-Db with pseudo-sequence H-2-Db. The binding affinity (normalized) is 0.442. (3) The peptide sequence is NTPTFAIKKKD. The MHC is Mamu-A01 with pseudo-sequence Mamu-A01. The binding affinity (normalized) is 0.135. (4) The peptide sequence is SVHQFFWFQ. The MHC is HLA-A69:01 with pseudo-sequence HLA-A69:01. The binding affinity (normalized) is 0.0847. (5) The peptide sequence is VRVCACPGR. The MHC is HLA-B39:01 with pseudo-sequence HLA-B39:01. The binding affinity (normalized) is 0.0847. (6) The peptide sequence is FVLGFLGFL. The MHC is Mamu-A20102 with pseudo-sequence Mamu-A20102. The binding affinity (normalized) is 0. (7) The peptide sequence is YRVRNVQTL. The MHC is HLA-A30:01 with pseudo-sequence HLA-A30:01. The binding affinity (normalized) is 0.0847. (8) The peptide sequence is LMQGSTLPR. The MHC is HLA-A11:01 with pseudo-sequence HLA-A11:01. The binding affinity (normalized) is 0.625. (9) The peptide sequence is YLAPSYRNF. The MHC is HLA-B07:02 with pseudo-sequence HLA-B07:02. The binding affinity (normalized) is 0.0847. (10) The peptide sequence is PTKCGENLY. The MHC is HLA-A11:01 with pseudo-sequence HLA-A11:01. The binding affinity (normalized) is 0.0847.